From a dataset of Full USPTO retrosynthesis dataset with 1.9M reactions from patents (1976-2016). Predict the reactants needed to synthesize the given product. (1) Given the product [Cl:1][C:2]1[CH:8]=[CH:7][C:5]([NH:6][C:29](=[O:30])[C:28]2[CH:27]=[CH:26][C:25]([S:22]([N:19]3[CH2:18][CH2:17][CH:16]([OH:15])[CH2:21][CH2:20]3)(=[O:24])=[O:23])=[CH:33][CH:32]=2)=[CH:4][C:3]=1[C:9]1[CH:14]=[CH:13][CH:12]=[CH:11][N:10]=1, predict the reactants needed to synthesize it. The reactants are: [Cl:1][C:2]1[CH:8]=[CH:7][C:5]([NH2:6])=[CH:4][C:3]=1[C:9]1[CH:14]=[CH:13][CH:12]=[CH:11][N:10]=1.[OH:15][CH:16]1[CH2:21][CH2:20][N:19]([S:22]([C:25]2[CH:33]=[CH:32][C:28]([C:29](O)=[O:30])=[CH:27][CH:26]=2)(=[O:24])=[O:23])[CH2:18][CH2:17]1. (2) Given the product [CH3:1][O:2][C:3]1[CH:4]=[C:5]([C:11]2[O:15][N:14]=[CH:13][C:12]=2[CH2:16][CH2:17][C:18]([O:20][CH3:26])=[O:19])[CH:6]=[CH:7][C:8]=1[O:9][CH3:10], predict the reactants needed to synthesize it. The reactants are: [CH3:1][O:2][C:3]1[CH:4]=[C:5]([C:11]2[O:15][N:14]=[CH:13][C:12]=2[CH2:16][CH2:17][C:18]([OH:20])=[O:19])[CH:6]=[CH:7][C:8]=1[O:9][CH3:10].S(=O)(=O)(O)O.[CH3:26]O. (3) Given the product [CH2:1]([C:3]([C:17]1[CH:22]=[CH:21][C:20]([O:23][CH2:26][C:27](=[O:32])[C:28]([CH3:31])([CH3:30])[CH3:29])=[C:19]([CH3:24])[CH:18]=1)([C:6]1[O:7][C:8]2[CH:14]=[CH:13][C:12]([CH2:15][OH:16])=[CH:11][C:9]=2[CH:10]=1)[CH2:4][CH3:5])[CH3:2], predict the reactants needed to synthesize it. The reactants are: [CH2:1]([C:3]([C:17]1[CH:22]=[CH:21][C:20]([OH:23])=[C:19]([CH3:24])[CH:18]=1)([C:6]1[O:7][C:8]2[CH:14]=[CH:13][C:12]([CH2:15][OH:16])=[CH:11][C:9]=2[CH:10]=1)[CH2:4][CH3:5])[CH3:2].Br[CH2:26][C:27](=[O:32])[C:28]([CH3:31])([CH3:30])[CH3:29].C([O-])([O-])=O.[K+].[K+]. (4) Given the product [O:6]=[C:5]1[N:10]([CH2:11][CH2:12][CH2:13][CH2:14][NH:15][C:16](=[O:25])[O:17][CH2:18][C:19]2[CH:24]=[CH:23][CH:22]=[CH:21][CH:20]=2)[C:2](=[O:1])[NH:3][NH:4]1, predict the reactants needed to synthesize it. The reactants are: [O:1]=[C:2]([NH:10][CH2:11][CH2:12][CH2:13][CH2:14][NH:15][C:16](=[O:25])[O:17][CH2:18][C:19]1[CH:24]=[CH:23][CH:22]=[CH:21][CH:20]=1)[NH:3][NH:4][C:5](OCC)=[O:6].C([O-])([O-])=O.[K+].[K+]. (5) Given the product [CH3:33][S:34]([CH:14]([C:12]1[S:13][C:9]2[CH:8]=[C:7]([C:1]3[CH:2]=[CH:3][CH:4]=[CH:5][CH:6]=3)[CH:21]=[CH:20][C:10]=2[N:11]=1)[C:15]([O:17][CH2:18][CH3:19])=[O:16])(=[O:36])=[O:35], predict the reactants needed to synthesize it. The reactants are: [C:1]1([C:7]2[CH:21]=[CH:20][C:10]3[N:11]=[C:12]([CH2:14][C:15]([O:17][CH2:18][CH3:19])=[O:16])[S:13][C:9]=3[CH:8]=2)[CH:6]=[CH:5][CH:4]=[CH:3][CH:2]=1.C1CCN2C(=NCCC2)CC1.[CH3:33][S:34](Cl)(=[O:36])=[O:35].